This data is from Peptide-MHC class I binding affinity with 185,985 pairs from IEDB/IMGT. The task is: Regression. Given a peptide amino acid sequence and an MHC pseudo amino acid sequence, predict their binding affinity value. This is MHC class I binding data. (1) The peptide sequence is EIKAEMQLK. The MHC is HLA-A31:01 with pseudo-sequence HLA-A31:01. The binding affinity (normalized) is 0.0121. (2) The peptide sequence is YHRFGLYRL. The MHC is HLA-B46:01 with pseudo-sequence HLA-B46:01. The binding affinity (normalized) is 0.0847. (3) The peptide sequence is YQHLHTAPK. The MHC is HLA-B07:02 with pseudo-sequence HLA-B07:02. The binding affinity (normalized) is 0.0847.